From a dataset of Forward reaction prediction with 1.9M reactions from USPTO patents (1976-2016). Predict the product of the given reaction. (1) Given the reactants C([O:3][C:4](=[O:40])[CH2:5][O:6][C:7]1[CH:12]=[CH:11][C:10]([S:13][C:14]2[CH:19]=[C:18]([C:20]#[C:21][C:22]3[CH:27]=[CH:26][C:25]([S:28]([CH3:31])(=[O:30])=[O:29])=[CH:24][CH:23]=3)[CH:17]=[C:16]([O:32][CH2:33][CH:34]3[CH2:38][CH2:37][CH2:36][CH2:35]3)[CH:15]=2)=[CH:9][C:8]=1[CH3:39])C.[OH-].[Na+].Cl, predict the reaction product. The product is: [CH:34]1([CH2:33][O:32][C:16]2[CH:15]=[C:14]([S:13][C:10]3[CH:11]=[CH:12][C:7]([O:6][CH2:5][C:4]([OH:40])=[O:3])=[C:8]([CH3:39])[CH:9]=3)[CH:19]=[C:18]([C:20]#[C:21][C:22]3[CH:23]=[CH:24][C:25]([S:28]([CH3:31])(=[O:29])=[O:30])=[CH:26][CH:27]=3)[CH:17]=2)[CH2:38][CH2:37][CH2:36][CH2:35]1. (2) Given the reactants [CH2:1]1[CH2:6][CH2:5][CH2:4][CH2:3][CH2:2]1.C([O:19][C:20]([C:22]1[CH:23]=[C:24]2[C:29](=[O:30])N(O)[C:26](=[O:27])[C:25]2=[CH:32][CH:33]=1)=[O:21])CCCCCCCCCCC.[N+]([O-])=[O:35], predict the reaction product. The product is: [CH:1]1([OH:19])[CH2:6][CH2:5][CH2:4][CH2:3][CH2:2]1.[C:22]1(=[O:35])[CH2:23][CH2:24][CH2:25][CH2:32][CH2:33]1.[C:20]([OH:19])(=[O:21])[CH2:22][CH2:23][CH2:24][CH2:25][C:26]([OH:27])=[O:35].[C:20]([OH:19])(=[O:21])[CH2:22][CH2:23][CH2:24][C:29]([OH:30])=[O:35]. (3) Given the reactants [CH2:1]([C@H:5]1[CH2:10][C@@H:9]([C:11]2[O:15][NH:14][C:13](=[O:16])[CH:12]=2)[CH2:8][CH2:7][N:6]1C(OC)=O)[CH:2]([CH3:4])[CH3:3], predict the reaction product. The product is: [CH2:1]([C@H:5]1[CH2:10][C@@H:9]([C:11]2[O:15][NH:14][C:13](=[O:16])[CH:12]=2)[CH2:8][CH2:7][NH:6]1)[CH:2]([CH3:4])[CH3:3]. (4) Given the reactants [Cl:1][C:2]1[CH:7]=[CH:6][C:5]([C:8]2[CH:9]([C:26]3[CH:31]=[CH:30][C:29](I)=[CH:28][CH:27]=3)[O:10][C:11]3[C:16]([C:17]=2[CH3:18])=[CH:15][C:14]([O:19][CH:20]2[CH2:25][CH2:24][CH2:23][CH2:22][O:21]2)=[CH:13][CH:12]=3)=[CH:4][C:3]=1[F:33].[F:34][CH2:35][C@@H:36]1[CH2:40][CH2:39][N:38]([C@@H:41]([CH3:44])[CH2:42][OH:43])[CH2:37]1.C([O-])([O-])=O.[K+].[K+].C(#N)CCC, predict the reaction product. The product is: [Cl:1][C:2]1[CH:7]=[CH:6][C:5]([C:8]2[CH:9]([C:26]3[CH:31]=[CH:30][C:29]([O:43][CH2:42][C@@H:41]([N:38]4[CH2:39][CH2:40][C@@H:36]([CH2:35][F:34])[CH2:37]4)[CH3:44])=[CH:28][CH:27]=3)[O:10][C:11]3[C:16]([C:17]=2[CH3:18])=[CH:15][C:14]([O:19][CH:20]2[CH2:25][CH2:24][CH2:23][CH2:22][O:21]2)=[CH:13][CH:12]=3)=[CH:4][C:3]=1[F:33]. (5) Given the reactants [Br:1][C:2]1[CH:7]=[C:6]([F:8])[CH:5]=[CH:4][C:3]=1[CH3:9].BrN1C(=[O:16])CCC1=O, predict the reaction product. The product is: [Br:1][C:2]1[CH:7]=[C:6]([F:8])[CH:5]=[CH:4][C:3]=1[CH:9]=[O:16]. (6) Given the reactants BrC1C([C@@H](NC(=O)CN2C3C(F)(F)CCC(F)(F)C=3C(C(F)F)=N2)CC2C=C(F)C=C(F)C=2)=NC=C(Br)C=1.[NH2:39][C@H:40]([C:50]1[C:55]([C:56]2[CH:57]=[CH:58][C:59]([Cl:71])=[C:60]3[C:64]=2[N:63]([CH3:65])[N:62]=[C:61]3[NH:66][S:67]([CH3:70])(=[O:69])=[O:68])=[CH:54][CH:53]=[C:52]([C:72]#[C:73][C:74]([OH:77])([CH3:76])[CH3:75])[N:51]=1)[CH2:41][C:42]1[CH:47]=[C:46]([F:48])[CH:45]=[C:44]([F:49])[CH:43]=1.[CH2:78]([N:80]1[CH2:85][CH2:84][N:83]([CH2:86][C:87](O)=[O:88])[CH2:82][CH2:81]1)[CH3:79], predict the reaction product. The product is: [Cl:71][C:59]1[CH:58]=[CH:57][C:56]([C:55]2[C:50]([C@@H:40]([NH:39][C:87](=[O:88])[CH2:86][N:83]3[CH2:84][CH2:85][N:80]([CH2:78][CH3:79])[CH2:81][CH2:82]3)[CH2:41][C:42]3[CH:47]=[C:46]([F:48])[CH:45]=[C:44]([F:49])[CH:43]=3)=[N:51][C:52]([C:72]#[C:73][C:74]([OH:77])([CH3:75])[CH3:76])=[CH:53][CH:54]=2)=[C:64]2[C:60]=1[C:61]([NH:66][S:67]([CH3:70])(=[O:68])=[O:69])=[N:62][N:63]2[CH3:65].